From a dataset of Catalyst prediction with 721,799 reactions and 888 catalyst types from USPTO. Predict which catalyst facilitates the given reaction. (1) Reactant: [Cl:1][C:2]1[CH:3]=[N:4][C:5]2[CH:6]([OH:11])[CH2:7][CH2:8][C:9]=2[CH:10]=1.C(N(CC)CC)C.O. Product: [Cl:1][C:2]1[CH:3]=[N:4][C:5]2[C:6](=[O:11])[CH2:7][CH2:8][C:9]=2[CH:10]=1. The catalyst class is: 16. (2) Reactant: [CH3:1][C:2]1[CH:3]=[CH:4][CH:5]=[C:6]2[C:11]=1[N:10]=[C:9]([N:12]1[CH2:17][CH2:16][N:15]([C:18](=[O:20])[CH3:19])[CH2:14][CH2:13]1)[C:8]([C@@H:21]([NH:23][C:24]1[N:29]3[N:30]=[CH:31][CH:32]=[C:28]3[N:27]=[C:26]([S:33][CH3:34])[N:25]=1)[CH3:22])=[CH:7]2.ClC1C=C(C=CC=1)C(OO)=[O:40]. Product: [CH3:1][C:2]1[CH:3]=[CH:4][CH:5]=[C:6]2[C:11]=1[N:10]=[C:9]([N:12]1[CH2:13][CH2:14][N:15]([C:18](=[O:20])[CH3:19])[CH2:16][CH2:17]1)[C:8]([C@@H:21]([NH:23][C:24]1[N:29]3[N:30]=[CH:31][CH:32]=[C:28]3[N:27]=[C:26]([S:33]([CH3:34])=[O:40])[N:25]=1)[CH3:22])=[CH:7]2. The catalyst class is: 2. (3) Reactant: [CH3:1][O:2][C:3]1[CH:21]=[CH:20][C:6]([CH2:7][N:8]2[C:13]3[CH:14]=[CH:15][CH:16]=[CH:17][C:12]=3O[CH2:10][S:9]2(=[O:19])=[O:18])=[CH:5][CH:4]=1.[CH3:22][Si]([N-][Si](C)(C)C)(C)C.[Li+].[CH2:32](Br)[CH:33]=[CH2:34]. Product: [CH2:32]([CH:10]1[CH2:22][C:12]2[CH:17]=[CH:16][CH:15]=[CH:14][C:13]=2[N:8]([CH2:7][C:6]2[CH:20]=[CH:21][C:3]([O:2][CH3:1])=[CH:4][CH:5]=2)[S:9]1(=[O:19])=[O:18])[CH:33]=[CH2:34]. The catalyst class is: 7. (4) Reactant: [C:1]([O:7][C:8]([CH3:11])([CH3:10])[CH3:9])(=[O:6])[CH2:2][C:3]([O-])=[O:4].[H-].[Na+].[I:14][C:15]1[CH:27]=[CH:26][C:18]2[N:19](C)[C:20](=O)[O:21][C:22](=O)[C:17]=2[CH:16]=1. Product: [OH:21][C:22]1[C:17]2[C:18](=[CH:26][CH:27]=[C:15]([I:14])[CH:16]=2)[N:19]([CH3:20])[C:3](=[O:4])[C:2]=1[C:1]([O:7][C:8]([CH3:11])([CH3:10])[CH3:9])=[O:6]. The catalyst class is: 12. (5) Reactant: [CH2:1]([O:8][C:9]1[CH:10]=[CH:11][C:12]2[C:16]([Br:17])=[C:15]([Br:18])[S:14][C:13]=2[CH:19]=1)[C:2]1[CH:7]=[CH:6][CH:5]=[CH:4][CH:3]=1.FC(F)(F)C(O)=[O:23].OO.S(=O)(O)[O-].[Na+]. Product: [CH2:1]([O:8][C:9]1[CH:10]=[CH:11][C:12]2[C:16]([Br:17])=[C:15]([Br:18])[S:14](=[O:23])[C:13]=2[CH:19]=1)[C:2]1[CH:3]=[CH:4][CH:5]=[CH:6][CH:7]=1. The catalyst class is: 46. (6) Reactant: [Cl:1][C:2]1[CH:3]=[C:4]([CH:6]=[C:7]([Cl:10])[C:8]=1[Cl:9])[NH2:5].Cl.[N:12]([O-])=O.[Na+].[O:16]=[C:17]1[CH2:22][CH2:21][CH2:20][CH2:19][CH:18]1C(O)=O. Product: [Cl:1][C:2]1[CH:3]=[C:4]([NH:5][N:12]=[C:18]2[CH2:19][CH2:20][CH2:21][CH2:22][C:17]2=[O:16])[CH:6]=[C:7]([Cl:10])[C:8]=1[Cl:9]. The catalyst class is: 6. (7) Reactant: [CH3:1][C:2]1[C:7]([CH:8]([CH2:13][CH2:14][CH3:15])[C:9]([O:11]C)=[O:10])=[C:6]([C:16]2[CH:17]=[C:18]3[C:22](=[CH:23][CH:24]=2)[N:21]([CH3:25])[CH2:20][CH2:19]3)[N:5]=[C:4]([C:26]2[CH:31]=[CH:30][CH:29]=[CH:28][CH:27]=2)[N:3]=1.[OH-].[Na+]. Product: [CH3:1][C:2]1[C:7]([CH:8]([CH2:13][CH2:14][CH3:15])[C:9]([OH:11])=[O:10])=[C:6]([C:16]2[CH:17]=[C:18]3[C:22](=[CH:23][CH:24]=2)[N:21]([CH3:25])[CH2:20][CH2:19]3)[N:5]=[C:4]([C:26]2[CH:31]=[CH:30][CH:29]=[CH:28][CH:27]=2)[N:3]=1. The catalyst class is: 5.